Dataset: Catalyst prediction with 721,799 reactions and 888 catalyst types from USPTO. Task: Predict which catalyst facilitates the given reaction. (1) Reactant: C([O-])([O-])=O.[K+].[K+].[NH2:7][C:8]1[CH:9]=[C:10]([CH:25]=[CH:26][CH:27]=1)[CH2:11][C:12]1[C:17](=[O:18])[CH:16]=[CH:15][N:14]([C:19]2[CH:20]=[N:21][N:22]([CH3:24])[CH:23]=2)[N:13]=1.Cl[C:29]([O:31][CH2:32][CH2:33]Cl)=[O:30]. Product: [CH3:24][N:22]1[CH:23]=[C:19]([N:14]2[CH:15]=[CH:16][C:17](=[O:18])[C:12]([CH2:11][C:10]3[CH:25]=[CH:26][CH:27]=[C:8]([N:7]4[CH2:33][CH2:32][O:31][C:29]4=[O:30])[CH:9]=3)=[N:13]2)[CH:20]=[N:21]1. The catalyst class is: 23. (2) Reactant: [CH2:1]([O:3][C:4](=[O:8])[CH2:5][C:6]#[N:7])[CH3:2].[F:9][C:10]1[CH:17]=[CH:16][CH:15]=[C:14](F)[C:11]=1[C:12]#[N:13].C(=O)([O-])[O-].[K+].[K+].Cl.C(=O)=O. Product: [CH2:1]([O:3][C:4](=[O:8])[CH:5]([C:6]#[N:7])[C:14]1[CH:15]=[CH:16][CH:17]=[C:10]([F:9])[C:11]=1[C:12]#[N:13])[CH3:2]. The catalyst class is: 16. (3) Product: [CH:1]1([N:6]2[C:11]3[N:12]=[C:13]([NH:17][CH2:18][CH3:19])[N:14]=[C:15]([CH3:16])[C:10]=3[CH:9]=[C:8]([CH2:20][CH2:21][C:22]([N:27]([CH3:28])[CH3:26])=[O:24])[C:7]2=[O:25])[CH2:5][CH2:4][CH2:3][CH2:2]1. Reactant: [CH:1]1([N:6]2[C:11]3[N:12]=[C:13]([NH:17][CH2:18][CH3:19])[N:14]=[C:15]([CH3:16])[C:10]=3[CH:9]=[C:8]([CH2:20][CH2:21][C:22]([OH:24])=O)[C:7]2=[O:25])[CH2:5][CH2:4][CH2:3][CH2:2]1.[CH3:26][NH:27][CH3:28].C(N(CC)CC)C. The catalyst class is: 3. (4) Reactant: [F:1][C:2]1[CH:7]=[CH:6][C:5]([N:8]2[C:12]([CH3:13])=[C:11]([NH2:14])[CH:10]=[N:9]2)=[CH:4][CH:3]=1.[CH3:15][C:16]1[N:17]([CH:25]([CH3:29])[C:26](O)=[O:27])[CH:18]=[C:19]([C:21]([F:24])([F:23])[F:22])[N:20]=1.C(N(C(C)C)CC)(C)C.CN(C(ON1N=NC2C=CC=NC1=2)=[N+](C)C)C.F[P-](F)(F)(F)(F)F. Product: [F:1][C:2]1[CH:3]=[CH:4][C:5]([N:8]2[C:12]([CH3:13])=[C:11]([NH:14][C:26](=[O:27])[CH:25]([N:17]3[CH:18]=[C:19]([C:21]([F:22])([F:24])[F:23])[N:20]=[C:16]3[CH3:15])[CH3:29])[CH:10]=[N:9]2)=[CH:6][CH:7]=1. The catalyst class is: 18. (5) Product: [Cl:1][C:2]1[CH:25]=[C:24]([Cl:26])[CH:23]=[CH:22][C:3]=1[CH2:4][N:5]1[C:13]2[C:8](=[CH:9][C:10]([F:20])=[CH:11][C:12]=2[C:14]([OH:34])=[O:18])[C:7]([CH3:21])=[CH:6]1. The catalyst class is: 25. Reactant: [Cl:1][C:2]1[CH:25]=[C:24]([Cl:26])[CH:23]=[CH:22][C:3]=1[CH2:4][N:5]1[C:13]2[C:8](=[CH:9][C:10]([F:20])=[CH:11][C:12]=2[C:14]2[O:18]N=C(N)N=2)[C:7]([CH3:21])=[CH:6]1.N1C=CC=CC=1.N[OH:34].Cl. (6) Reactant: P(Br)(Br)[Br:2].O[CH:6]([C:8]1[O:9][C:10](=[O:30])[C:11]2[C:16]([C:17]=1[C:18]1[S:19][C:20]([CH2:23][N:24]3[CH2:29][CH2:28][O:27][CH2:26][CH2:25]3)=[CH:21][CH:22]=1)=[CH:15][CH:14]=[CH:13][CH:12]=2)[CH3:7]. Product: [BrH:2].[Br:2][CH:6]([C:8]1[O:9][C:10](=[O:30])[C:11]2[C:16]([C:17]=1[C:18]1[S:19][C:20]([CH2:23][N:24]3[CH2:29][CH2:28][O:27][CH2:26][CH2:25]3)=[CH:21][CH:22]=1)=[CH:15][CH:14]=[CH:13][CH:12]=2)[CH3:7]. The catalyst class is: 2. (7) Reactant: [Cl:1][C:2]1[CH:3]=[CH:4][C:5]([OH:8])=[N:6][CH:7]=1.C([O-])([O-])=O.[Cs+].[Cs+].Cl[C:16]([F:21])([F:20])C([O-])=O.[Na+].O. Product: [Cl:1][C:2]1[CH:3]=[CH:4][C:5]([O:8][CH:16]([F:21])[F:20])=[N:6][CH:7]=1. The catalyst class is: 3.